From a dataset of Reaction yield outcomes from USPTO patents with 853,638 reactions. Predict the reaction yield, written as a fraction of the theoretical maximum amount of product (1.0 means a 100% yield; for example, 0.34 means a 34% yield). (1) The reactants are [NH2:1][CH:2]1[CH2:11][C:10]2[C:9]([C:12]([NH:14][CH3:15])=[O:13])=[CH:8][CH:7]=[C:6]([F:16])[C:5]=2[O:4][CH2:3]1.[F:17][C:18]1[CH:19]=[C:20]2[C:24](=[CH:25][CH:26]=1)[NH:23][CH:22]=[C:21]2[CH2:27][CH:28]=O.C(O)(=O)C.C([BH3-])#N.[Na+]. The catalyst is CO. The product is [F:16][C:6]1[C:5]2[O:4][CH2:3][CH:2]([NH:1][CH2:28][CH2:27][C:21]3[C:20]4[C:24](=[CH:25][CH:26]=[C:18]([F:17])[CH:19]=4)[NH:23][CH:22]=3)[CH2:11][C:10]=2[C:9]([C:12]([NH:14][CH3:15])=[O:13])=[CH:8][CH:7]=1. The yield is 0.820. (2) The reactants are [O:1]([C:8]1[CH:28]=[CH:27][C:11]([O:12][C:13]2[CH:18]=[CH:17][N:16]=[CH:15][C:14]=2[C:19]2[CH:24]=[CH:23][C:22]([CH2:25][NH2:26])=[CH:21][CH:20]=2)=[CH:10][CH:9]=1)[C:2]1[CH:7]=[CH:6][CH:5]=[CH:4][CH:3]=1.C(N(CC)CC)C.[CH2:36]1C[O:39][CH2:38][CH2:37]1. The catalyst is ClCCl. The product is [O:1]([C:8]1[CH:9]=[CH:10][C:11]([O:12][C:13]2[CH:18]=[CH:17][N:16]=[CH:15][C:14]=2[C:19]2[CH:24]=[CH:23][C:22]([CH2:25][NH:26][C:38](=[O:39])[CH:37]=[CH2:36])=[CH:21][CH:20]=2)=[CH:27][CH:28]=1)[C:2]1[CH:7]=[CH:6][CH:5]=[CH:4][CH:3]=1. The yield is 0.230. (3) The reactants are Cl.[NH2:2][CH2:3][C:4]1[CH:12]=[CH:11][CH:10]=[C:9]2[C:5]=1[C:6](=[O:22])[N:7]([CH:14]1[CH2:19][CH2:18][C:17](=[O:20])[NH:16][C:15]1=[O:21])[C:8]2=[O:13].C(N(C(C)C)CC)(C)C.[CH3:32][O:33][C:34]1[CH:35]=[C:36]([CH:40]=[CH:41][C:42]=1[O:43][CH3:44])[C:37](Cl)=[O:38].CO. The catalyst is C(Cl)Cl. The product is [O:21]=[C:15]1[CH:14]([N:7]2[C:6](=[O:22])[C:5]3[C:9](=[CH:10][CH:11]=[CH:12][C:4]=3[CH2:3][NH:2][C:37](=[O:38])[C:36]3[CH:40]=[CH:41][C:42]([O:43][CH3:44])=[C:34]([O:33][CH3:32])[CH:35]=3)[C:8]2=[O:13])[CH2:19][CH2:18][C:17](=[O:20])[NH:16]1. The yield is 0.790. (4) The reactants are [C:1](=[O:4])([O-:3])N.CCCC[N+:9]([CH2:18][CH2:19][CH2:20][CH3:21])(CCCC)CCCC.[F-].[CH2:23]1COCC1. The catalyst is CCOC(C)=O. The product is [NH2:9][C:18]1([C:1]([OH:3])=[O:4])[CH2:19][CH:20]1[CH2:21][CH3:23]. The yield is 0.890. (5) The reactants are [NH2:1][C:2]1[C:3]([N:23]2[CH2:28][CH2:27][N:26]([C:29]3[CH:34]=[CH:33][CH:32]=[CH:31][C:30]=3[CH3:35])[CH2:25][CH2:24]2)=[CH:4][C:5]([O:20][CH2:21][CH3:22])=[C:6]([CH:19]=1)[C:7]([NH:9][CH2:10][CH2:11][CH2:12][N:13]1[CH2:17][CH2:16][CH2:15][C:14]1=[O:18])=[O:8].C(N(CC)C(C)C)(C)C.[O:45]1[CH:49]=[CH:48][CH:47]=[C:46]1[C:50](Cl)=[O:51]. The catalyst is ClCCl.O. The product is [CH2:21]([O:20][C:5]1[C:6]([C:7](=[O:8])[NH:9][CH2:10][CH2:11][CH2:12][N:13]2[CH2:17][CH2:16][CH2:15][C:14]2=[O:18])=[CH:19][C:2]([NH:1][C:50]([C:46]2[O:45][CH:49]=[CH:48][CH:47]=2)=[O:51])=[C:3]([N:23]2[CH2:24][CH2:25][N:26]([C:29]3[CH:34]=[CH:33][CH:32]=[CH:31][C:30]=3[CH3:35])[CH2:27][CH2:28]2)[CH:4]=1)[CH3:22]. The yield is 0.536. (6) The reactants are F[C:2]1[CH:3]=[C:4]([CH3:11])[CH:5]=[CH:6][C:7]=1[N+:8]([O-:10])=[O:9].[C:12]([N:19]1[CH2:24][CH2:23][NH:22][CH2:21][CH2:20]1)([O:14][C:15]([CH3:18])([CH3:17])[CH3:16])=[O:13]. No catalyst specified. The product is [CH3:11][C:4]1[CH:5]=[CH:6][C:7]([N+:8]([O-:10])=[O:9])=[C:2]([N:22]2[CH2:21][CH2:20][N:19]([C:12]([O:14][C:15]([CH3:18])([CH3:17])[CH3:16])=[O:13])[CH2:24][CH2:23]2)[CH:3]=1. The yield is 0.970. (7) The reactants are CC1(C)[O:7][CH2:6][CH:5]([NH:8][C:9]2[CH:14]=[CH:13][C:12]([CH2:15][CH2:16][CH2:17][CH2:18][CH2:19][CH2:20][CH2:21][CH3:22])=[CH:11][CH:10]=2)[CH2:4][O:3]1. The catalyst is CO. The product is [CH2:15]([C:12]1[CH:11]=[CH:10][C:9]([NH:8][CH:5]([CH2:6][OH:7])[CH2:4][OH:3])=[CH:14][CH:13]=1)[CH2:16][CH2:17][CH2:18][CH2:19][CH2:20][CH2:21][CH3:22]. The yield is 1.00. (8) The reactants are C[O:2][C:3]1[CH:12]=[C:11]2[C:6]([CH:7]=[N:8][C:9]([NH:13][C:14]3[CH:15]=[C:16]([S:20]([NH2:23])(=[O:22])=[O:21])[CH:17]=[CH:18][CH:19]=3)=[N:10]2)=[CH:5][CH:4]=1.C[S-].[Na+]. The catalyst is CN1C(=O)CCC1. The product is [OH:2][C:3]1[CH:12]=[C:11]2[C:6]([CH:7]=[N:8][C:9]([NH:13][C:14]3[CH:15]=[C:16]([S:20]([NH2:23])(=[O:22])=[O:21])[CH:17]=[CH:18][CH:19]=3)=[N:10]2)=[CH:5][CH:4]=1. The yield is 0.850. (9) The reactants are [Br:1][C:2]1[CH:7]=[CH:6][C:5]([NH:8][C:9](=[S:18])[C:10]2[CH:15]=[CH:14][C:13]([O:16][CH3:17])=[CH:12][CH:11]=2)=[CH:4][CH:3]=1.C(O)C.[OH-].[Na+]. The catalyst is O.[Fe-3](C#N)(C#N)(C#N)(C#N)(C#N)C#N.[K+].[K+].[K+]. The product is [Br:1][C:2]1[CH:3]=[CH:4][C:5]2[N:8]=[C:9]([C:10]3[CH:15]=[CH:14][C:13]([O:16][CH3:17])=[CH:12][CH:11]=3)[S:18][C:6]=2[CH:7]=1. The yield is 0.930. (10) The reactants are Br[C:2]1[CH:3]=[C:4]2[C:9](=[CH:10][CH:11]=1)[N:8]=[CH:7][CH:6]=[N:5]2.[CH:12]([O:14][CH2:15][CH2:16][CH2:17]C)=C.[C:19](=[O:22])([O-:21])[O-].[K+].[K+].[CH:48]1[CH:53]=[CH:52][C:51](P([C:48]2[CH:49]=[CH:50][CH:51]=[CH:52][CH:53]=2)CCCP([C:48]2[CH:53]=[CH:52][CH:51]=[CH:50][CH:49]=2)[C:48]2[CH:53]=[CH:52][CH:51]=[CH:50][CH:49]=2)=[CH:50][CH:49]=1.Cl.[CH3:55][N:56]([CH:58]=[O:59])[CH3:57]. The catalyst is O.CC([O-])=O.CC([O-])=O.[Pd+2]. The product is [C:15]([OH:59])(=[O:14])/[CH:16]=[CH:17]\[C:19]([OH:21])=[O:22].[N:8]1[C:9]2[C:4](=[CH:3][C:2]([CH:12]3[C:48]4[C:53](=[CH:52][CH:51]=[CH:50][CH:49]=4)[CH2:55][N:56]([CH3:57])[CH2:58]3)=[CH:11][CH:10]=2)[N:5]=[CH:6][CH:7]=1. The yield is 0.370.